Dataset: NCI-60 drug combinations with 297,098 pairs across 59 cell lines. Task: Regression. Given two drug SMILES strings and cell line genomic features, predict the synergy score measuring deviation from expected non-interaction effect. (1) Drug 1: CC12CCC3C(C1CCC2=O)CC(=C)C4=CC(=O)C=CC34C. Drug 2: C1=CN(C(=O)N=C1N)C2C(C(C(O2)CO)O)O.Cl. Cell line: UACC-257. Synergy scores: CSS=37.0, Synergy_ZIP=-0.249, Synergy_Bliss=0.485, Synergy_Loewe=-2.08, Synergy_HSA=0.0310. (2) Drug 1: CC1=C(N=C(N=C1N)C(CC(=O)N)NCC(C(=O)N)N)C(=O)NC(C(C2=CN=CN2)OC3C(C(C(C(O3)CO)O)O)OC4C(C(C(C(O4)CO)O)OC(=O)N)O)C(=O)NC(C)C(C(C)C(=O)NC(C(C)O)C(=O)NCCC5=NC(=CS5)C6=NC(=CS6)C(=O)NCCC[S+](C)C)O. Drug 2: C1C(C(OC1N2C=NC(=NC2=O)N)CO)O. Cell line: ACHN. Synergy scores: CSS=53.9, Synergy_ZIP=-3.37, Synergy_Bliss=-4.45, Synergy_Loewe=-2.02, Synergy_HSA=-1.79. (3) Drug 1: CS(=O)(=O)C1=CC(=C(C=C1)C(=O)NC2=CC(=C(C=C2)Cl)C3=CC=CC=N3)Cl. Drug 2: C1=CC(=CC=C1CCCC(=O)O)N(CCCl)CCCl. Cell line: HT29. Synergy scores: CSS=16.8, Synergy_ZIP=-7.33, Synergy_Bliss=-0.538, Synergy_Loewe=-6.61, Synergy_HSA=-2.61. (4) Drug 2: C1C(C(OC1N2C=C(C(=O)NC2=O)F)CO)O. Cell line: RXF 393. Synergy scores: CSS=34.8, Synergy_ZIP=-3.90, Synergy_Bliss=1.88, Synergy_Loewe=3.98, Synergy_HSA=6.33. Drug 1: COC1=CC(=CC(=C1O)OC)C2C3C(COC3=O)C(C4=CC5=C(C=C24)OCO5)OC6C(C(C7C(O6)COC(O7)C8=CC=CS8)O)O. (5) Drug 1: C1=NC(=NC(=O)N1C2C(C(C(O2)CO)O)O)N. Drug 2: CCCCC(=O)OCC(=O)C1(CC(C2=C(C1)C(=C3C(=C2O)C(=O)C4=C(C3=O)C=CC=C4OC)O)OC5CC(C(C(O5)C)O)NC(=O)C(F)(F)F)O. Cell line: CCRF-CEM. Synergy scores: CSS=60.8, Synergy_ZIP=4.58, Synergy_Bliss=2.36, Synergy_Loewe=-4.57, Synergy_HSA=4.24.